From a dataset of Full USPTO retrosynthesis dataset with 1.9M reactions from patents (1976-2016). Predict the reactants needed to synthesize the given product. (1) Given the product [C:18](=[O:28])([S:26][CH3:27])[O:19][O:20][CH:21]([O:6][C:1](=[O:5])[CH:2]([CH3:4])[CH3:3])[CH:22]([CH3:24])[CH3:23], predict the reactants needed to synthesize it. The reactants are: [C:1]([O-:6])(=[O:5])[CH:2]([CH3:4])[CH3:3].C[N+](C)(C)C.C(O)(=O)C(C)C.[C:18](=[O:28])([S:26][CH3:27])[O:19][O:20][CH:21](Cl)[CH:22]([CH3:24])[CH3:23]. (2) The reactants are: [CH2:1]([N:8]1[CH2:13][CH2:12][N:11]([C:14](=[O:36])[CH2:15][CH2:16][C:17]2[CH:35]=[CH:34][CH:33]=[CH:32][C:18]=2[CH2:19][C:20]2[CH:31]=[CH:30][CH:29]=[CH:28][C:21]=2[CH2:22][CH2:23][NH:24][C:25](=[O:27])[CH3:26])[C@H:10]([CH2:37][C:38]2[CH:43]=[CH:42][C:41]([C:44]#N)=[CH:40][CH:39]=2)[CH2:9]1)[C:2]1[CH:7]=[CH:6][CH:5]=[CH:4][CH:3]=1.[OH-:46].[K+].Cl.C[OH:50]. Given the product [C:25]([NH:24][CH2:23][CH2:22][C:21]1[CH:28]=[CH:29][CH:30]=[CH:31][C:20]=1[CH2:19][C:18]1[CH:32]=[CH:33][CH:34]=[CH:35][C:17]=1[CH2:16][CH2:15][C:14]([N:11]1[CH2:12][CH2:13][N:8]([CH2:1][C:2]2[CH:3]=[CH:4][CH:5]=[CH:6][CH:7]=2)[CH2:9][C@H:10]1[CH2:37][C:38]1[CH:39]=[CH:40][C:41]([C:44]([OH:50])=[O:46])=[CH:42][CH:43]=1)=[O:36])(=[O:27])[CH3:26], predict the reactants needed to synthesize it.